Dataset: Full USPTO retrosynthesis dataset with 1.9M reactions from patents (1976-2016). Task: Predict the reactants needed to synthesize the given product. (1) Given the product [CH3:19][C:9]1([CH3:20])[CH:8]([N:7]2[C:3]([C:2]#[N:27])=[CH:4][N:5]=[CH:6]2)[C:17]2[C:12](=[CH:13][CH:14]=[CH:15][CH:16]=2)[C:11](=[O:18])[O:10]1, predict the reactants needed to synthesize it. The reactants are: O[CH2:2][C:3]1[N:7]([CH:8]2[C:17]3[C:12](=[CH:13][CH:14]=[CH:15][CH:16]=3)[C:11](=[O:18])[O:10][C:9]2([CH3:20])[CH3:19])[CH:6]=[N:5][CH:4]=1.S([O-])([O-])(=O)=O.[Mg+2].[NH3:27]. (2) Given the product [CH-:1]1[CH:11]=[CH:4][CH:3]=[CH:2]1.[CH-:15]1[CH:14]=[CH:3][CH:2]=[CH:1]1.[Zr+2:10], predict the reactants needed to synthesize it. The reactants are: [CH2:1]([Li])[CH2:2][CH2:3][CH3:4].[Cl-].[Cl-].[Cl-].[Cl-].[Zr+4:10].[CH3:11]CO[CH2:14][CH3:15].